This data is from Experimentally validated miRNA-target interactions with 360,000+ pairs, plus equal number of negative samples. The task is: Binary Classification. Given a miRNA mature sequence and a target amino acid sequence, predict their likelihood of interaction. The miRNA is ath-miR402 with sequence UUCGAGGCCUAUUAAACCUCUG. The protein sequence of the target gene is MPSRRAARESAPELGALGSSDLSSLSLTVSRTTDELEIIDEYIKENGFGLDGTQLSEMPRLVPRGPASLSSVTLGPAAPPPPATPSWSCTLGRLVSPGPCPRPYLVITEQPKQRGMRFRYECEGRSAGSILGESSTEASKTLPAIELRDCGGLREVEVTACLVWKDWPHRVHPHSLVGKDCTDGVCRVRLRPHVSPRHSFNNLGIQCVRKKEIEAAIERKIQLGIDPYNAGSLKNHQEVDMNVVRICFQASYRDQQGHLHRMDPILSEPVYDKKSTNTSELRICRINKESGPCTGGEELY.... Result: 0 (no interaction).